From a dataset of Catalyst prediction with 721,799 reactions and 888 catalyst types from USPTO. Predict which catalyst facilitates the given reaction. (1) Reactant: [H-].[Na+].[Br:3][C:4]1[CH:5]=[C:6]2[C:11](=[CH:12][CH:13]=1)[C:10](=[O:14])[NH:9][CH2:8][CH2:7]2.Br[CH2:16][CH2:17][CH:18]1[O:23][CH2:22][CH2:21][CH2:20][O:19]1. Product: [O:19]1[CH2:20][CH2:21][CH2:22][O:23][CH:18]1[CH2:17][CH2:16][N:9]1[CH2:8][CH2:7][C:6]2[C:11](=[CH:12][CH:13]=[C:4]([Br:3])[CH:5]=2)[C:10]1=[O:14]. The catalyst class is: 3. (2) Reactant: [Cl:1][C:2]1[N:3]=[C:4](Cl)[C:5]2[N:10]=[CH:9][S:8][C:6]=2[N:7]=1.[F:12][C:13]([F:22])([F:21])[C:14]1[CH:15]=[C:16]([NH2:20])[CH:17]=[CH:18][CH:19]=1.CCN(C(C)C)C(C)C.O. Product: [Cl:1][C:2]1[N:3]=[C:4]([NH:20][C:16]2[CH:17]=[CH:18][CH:19]=[C:14]([C:13]([F:12])([F:21])[F:22])[CH:15]=2)[C:5]2[N:10]=[CH:9][S:8][C:6]=2[N:7]=1. The catalyst class is: 16. (3) Reactant: [CH3:1][C:2]1[S:6][C:5]([CH2:7][C:8]([CH3:10])=[O:9])=[N:4][N:3]=1.[CH:11]([C:13]1[CH:20]=[CH:19][C:16]([C:17]#[N:18])=[CH:15][C:14]=1[O:21][CH3:22])=O.N1CCCCC1.C(O)(=O)C. Product: [CH3:22][O:21][C:14]1[CH:15]=[C:16]([CH:19]=[CH:20][C:13]=1[CH:11]=[C:7]([C:5]1[S:6][C:2]([CH3:1])=[N:3][N:4]=1)[C:8](=[O:9])[CH3:10])[C:17]#[N:18]. The catalyst class is: 4. (4) Reactant: C([C:5]1C=C(C)C=C(C(C)(C)C)[C:6]=1[OH:16])(C)(C)C.[C:17]([O-:30])(=[O:29])[CH2:18][CH2:19]CCCCCCCCC.[C:17]([O-:30])(=[O:29])[CH2:18][CH2:19]CCCCCCCCC.C([Sn+2]CCCC)CCC.[N:54](C1C=CC(OP(OC2C=CC(N=C=O)=CC=2)(OC2C=CC(N=C=O)=CC=2)=S)=CC=1)=[C:55]=[O:56].C(OCCO)(=O)C=C.[N-]=C=O. Product: [C:17]([OH:30])(=[O:29])[CH:18]=[CH2:19].[NH2:54][C:55]([O:16][CH2:6][CH3:5])=[O:56]. The catalyst class is: 13. (5) Reactant: [F:1][C:2]1[CH:3]=[C:4]([CH:9]=[C:10]([CH3:12])[CH:11]=1)[C:5]([O:7][CH3:8])=[O:6].[Br:13]N1C(=O)CCC1=O.C(OOC(=O)C1C=CC=CC=1)(=O)C1C=CC=CC=1. Product: [Br:13][CH2:12][C:10]1[CH:9]=[C:4]([CH:3]=[C:2]([F:1])[CH:11]=1)[C:5]([O:7][CH3:8])=[O:6]. The catalyst class is: 53. (6) Reactant: C1C=C(Cl)C=C(C(OO)=O)C=1.[C:12]([O:16][C:17](=[O:46])[NH:18][CH2:19][CH2:20][CH2:21][CH2:22][N:23]1[C:35]2[C:34]3[CH:33]=[CH:32][C:31]([O:36][CH2:37][C:38]4[CH:43]=[CH:42][CH:41]=[CH:40][CH:39]=4)=[CH:30][C:29]=3[N:28]=[CH:27][C:26]=2[N:25]=[C:24]1[CH2:44][CH3:45])([CH3:15])([CH3:14])[CH3:13].[OH-].[NH4+:48].C1(C)C=CC(S(Cl)(=O)=O)=CC=1. Product: [C:12]([O:16][C:17](=[O:46])[NH:18][CH2:19][CH2:20][CH2:21][CH2:22][N:23]1[C:35]2[C:34]3[CH:33]=[CH:32][C:31]([O:36][CH2:37][C:38]4[CH:39]=[CH:40][CH:41]=[CH:42][CH:43]=4)=[CH:30][C:29]=3[N:28]=[C:27]([NH2:48])[C:26]=2[N:25]=[C:24]1[CH2:44][CH3:45])([CH3:15])([CH3:14])[CH3:13]. The catalyst class is: 22. (7) Reactant: C(C1C=NC2C(C(OC)=O)=C(OC)C(C3C=CC=C(F)C=3)=CC=2N=1)CCC.[F:28][C:29]1[CH:30]=[C:31]([C:35]2[C:36]([O:54]C)=[C:37]([C:50]([O:52]C)=[O:51])[C:38]3[N:39]=[CH:40][C:41]([C:45]4[S:46][CH:47]=[CH:48][N:49]=4)=[N:42][C:43]=3[CH:44]=2)[CH:32]=[CH:33][CH:34]=1.B(Br)(Br)Br.C(C1C=NC2C(C(O)=O)=C(O)C(C3C=CC=C(F)C=3)=CC=2N=1)CCC. Product: [F:28][C:29]1[CH:30]=[C:31]([C:35]2[C:36]([OH:54])=[C:37]([C:50]([OH:52])=[O:51])[C:38]3[N:39]=[CH:40][C:41]([C:45]4[S:46][CH:47]=[CH:48][N:49]=4)=[N:42][C:43]=3[CH:44]=2)[CH:32]=[CH:33][CH:34]=1. The catalyst class is: 4.